This data is from Full USPTO retrosynthesis dataset with 1.9M reactions from patents (1976-2016). The task is: Predict the reactants needed to synthesize the given product. (1) Given the product [CH3:12][C:2]1[CH:3]=[CH:4][C:5]([S:8]([OH:11])(=[O:10])=[O:9])=[CH:6][CH:7]=1.[F:13][CH2:14][C@@H:15]1[CH2:19][CH2:18][NH:17][CH2:16]1, predict the reactants needed to synthesize it. The reactants are: O.[C:2]1([CH3:12])[CH:7]=[CH:6][C:5]([S:8]([OH:11])(=[O:10])=[O:9])=[CH:4][CH:3]=1.[F:13][CH2:14][C@@H:15]1[CH2:19][CH2:18][N:17](C(OC(C)(C)C)=O)[CH2:16]1. (2) The reactants are: [NH2:1][C:2]1[CH:11]=[CH:10][C:5]([C:6]([O:8][CH3:9])=[O:7])=[C:4]([Cl:12])[C:3]=1[C:13]#[C:14][Si:15]([CH3:18])([CH3:17])[CH3:16].NC1C(OC)=CC([C:24](OC)=[O:25])=C(Cl)C=1I.NC1C=CC(C(OC)=O)=C(Cl)C=1I.NC1C(I)=CC(C(OC)=O)=C(Cl)C=1. Given the product [NH2:1][C:2]1[C:11]([O:25][CH3:24])=[CH:10][C:5]([C:6]([O:8][CH3:9])=[O:7])=[C:4]([Cl:12])[C:3]=1[C:13]#[C:14][Si:15]([CH3:16])([CH3:18])[CH3:17], predict the reactants needed to synthesize it. (3) Given the product [ClH:35].[NH2:7][CH2:8][C@@H:9]1[CH2:11][C@H:10]1[C:12]1[CH:13]=[C:14]([NH:18][C:19](=[O:26])[C:20]2[CH:21]=[CH:22][CH:23]=[CH:24][CH:25]=2)[CH:15]=[CH:16][CH:17]=1, predict the reactants needed to synthesize it. The reactants are: C(OC(=O)[NH:7][CH2:8][C@@H:9]1[CH2:11][C@H:10]1[C:12]1[CH:17]=[CH:16][CH:15]=[C:14]([NH:18][C:19](=[O:26])[C:20]2[CH:25]=[CH:24][CH:23]=[CH:22][CH:21]=2)[CH:13]=1)(C)(C)C.C(O)(C(F)(F)F)=O.[ClH:35].CCOCC.